This data is from NCI-60 drug combinations with 297,098 pairs across 59 cell lines. The task is: Regression. Given two drug SMILES strings and cell line genomic features, predict the synergy score measuring deviation from expected non-interaction effect. (1) Drug 1: CC1=C(C(CCC1)(C)C)C=CC(=CC=CC(=CC(=O)O)C)C. Drug 2: CCC1=C2CN3C(=CC4=C(C3=O)COC(=O)C4(CC)O)C2=NC5=C1C=C(C=C5)O. Cell line: LOX IMVI. Synergy scores: CSS=25.6, Synergy_ZIP=7.72, Synergy_Bliss=8.58, Synergy_Loewe=-30.8, Synergy_HSA=-2.57. (2) Synergy scores: CSS=28.1, Synergy_ZIP=2.79, Synergy_Bliss=3.25, Synergy_Loewe=-36.9, Synergy_HSA=-0.656. Drug 2: CCCCCOC(=O)NC1=NC(=O)N(C=C1F)C2C(C(C(O2)C)O)O. Drug 1: C1C(C(OC1N2C=NC3=C(N=C(N=C32)Cl)N)CO)O. Cell line: MDA-MB-231. (3) Drug 1: CC1OCC2C(O1)C(C(C(O2)OC3C4COC(=O)C4C(C5=CC6=C(C=C35)OCO6)C7=CC(=C(C(=C7)OC)O)OC)O)O. Drug 2: CC1=C(C(=CC=C1)Cl)NC(=O)C2=CN=C(S2)NC3=CC(=NC(=N3)C)N4CCN(CC4)CCO. Cell line: OVCAR-4. Synergy scores: CSS=11.6, Synergy_ZIP=-5.24, Synergy_Bliss=0.0687, Synergy_Loewe=-1.14, Synergy_HSA=2.25. (4) Drug 1: CC(CN1CC(=O)NC(=O)C1)N2CC(=O)NC(=O)C2. Drug 2: CN1C2=C(C=C(C=C2)N(CCCl)CCCl)N=C1CCCC(=O)O.Cl. Cell line: SK-MEL-28. Synergy scores: CSS=7.78, Synergy_ZIP=-2.97, Synergy_Bliss=4.82, Synergy_Loewe=1.28, Synergy_HSA=3.55. (5) Drug 1: C1=C(C(=O)NC(=O)N1)N(CCCl)CCCl. Drug 2: CN(C(=O)NC(C=O)C(C(C(CO)O)O)O)N=O. Cell line: KM12. Synergy scores: CSS=7.77, Synergy_ZIP=-0.330, Synergy_Bliss=0.800, Synergy_Loewe=-2.84, Synergy_HSA=0.522. (6) Cell line: TK-10. Synergy scores: CSS=24.5, Synergy_ZIP=-1.77, Synergy_Bliss=-1.69, Synergy_Loewe=-13.1, Synergy_HSA=0.00647. Drug 1: CC1C(C(CC(O1)OC2CC(OC(C2O)C)OC3=CC4=CC5=C(C(=O)C(C(C5)C(C(=O)C(C(C)O)O)OC)OC6CC(C(C(O6)C)O)OC7CC(C(C(O7)C)O)OC8CC(C(C(O8)C)O)(C)O)C(=C4C(=C3C)O)O)O)O. Drug 2: C1C(C(OC1N2C=NC(=NC2=O)N)CO)O. (7) Drug 1: C1CCC(C1)C(CC#N)N2C=C(C=N2)C3=C4C=CNC4=NC=N3. Drug 2: COC1=C2C(=CC3=C1OC=C3)C=CC(=O)O2. Cell line: SN12C. Synergy scores: CSS=1.17, Synergy_ZIP=-1.31, Synergy_Bliss=-0.195, Synergy_Loewe=-3.89, Synergy_HSA=-2.83. (8) Drug 1: CC1=C(C=C(C=C1)NC2=NC=CC(=N2)N(C)C3=CC4=NN(C(=C4C=C3)C)C)S(=O)(=O)N.Cl. Drug 2: C1C(C(OC1N2C=NC3=C(N=C(N=C32)Cl)N)CO)O. Cell line: SW-620. Synergy scores: CSS=17.4, Synergy_ZIP=-0.706, Synergy_Bliss=0.619, Synergy_Loewe=-30.0, Synergy_HSA=-8.75. (9) Drug 1: CC1=CC=C(C=C1)C2=CC(=NN2C3=CC=C(C=C3)S(=O)(=O)N)C(F)(F)F. Drug 2: CN(CCCl)CCCl.Cl. Cell line: OVCAR-5. Synergy scores: CSS=4.52, Synergy_ZIP=-4.19, Synergy_Bliss=-6.01, Synergy_Loewe=-6.27, Synergy_HSA=-4.39. (10) Drug 1: C1=NC2=C(N1)C(=S)N=C(N2)N. Drug 2: COC1=NC(=NC2=C1N=CN2C3C(C(C(O3)CO)O)O)N. Cell line: SF-539. Synergy scores: CSS=27.4, Synergy_ZIP=-0.494, Synergy_Bliss=-0.862, Synergy_Loewe=-8.02, Synergy_HSA=-0.429.